This data is from Peptide-MHC class I binding affinity with 185,985 pairs from IEDB/IMGT. The task is: Regression. Given a peptide amino acid sequence and an MHC pseudo amino acid sequence, predict their binding affinity value. This is MHC class I binding data. (1) The peptide sequence is PMIIGEPIIV. The binding affinity (normalized) is 0. The MHC is HLA-A02:02 with pseudo-sequence HLA-A02:02. (2) The peptide sequence is THEGVVCAL. The MHC is HLA-A03:01 with pseudo-sequence HLA-A03:01. The binding affinity (normalized) is 0.213.